The task is: Binary Classification. Given a T-cell receptor sequence (or CDR3 region) and an epitope sequence, predict whether binding occurs between them.. This data is from TCR-epitope binding with 47,182 pairs between 192 epitopes and 23,139 TCRs. (1) The epitope is ALLADKFPV. The TCR CDR3 sequence is CASSSIGPEAFF. Result: 1 (the TCR binds to the epitope). (2) The epitope is RQLLFVVEV. The TCR CDR3 sequence is CASSFSLAGRDEQFF. Result: 1 (the TCR binds to the epitope). (3) The TCR CDR3 sequence is CARSTGGDSYGYTF. Result: 1 (the TCR binds to the epitope). The epitope is LLWNGPMAV. (4) The epitope is YLDAYNMMI. The TCR CDR3 sequence is CASSLGPDGHNEQFF. Result: 1 (the TCR binds to the epitope). (5) The epitope is DPFRLLQNSQVFS. The TCR CDR3 sequence is CASSLVFGGAQTQYF. Result: 1 (the TCR binds to the epitope). (6) The epitope is IQYIDIGNY. The TCR CDR3 sequence is CASSQDSNRGYEQYF. Result: 1 (the TCR binds to the epitope). (7) The TCR CDR3 sequence is CASSLDLQGIYGYTF. Result: 0 (the TCR does not bind to the epitope). The epitope is KAFSPEVIPMF.